From a dataset of Experimentally validated miRNA-target interactions with 360,000+ pairs, plus equal number of negative samples. Binary Classification. Given a miRNA mature sequence and a target amino acid sequence, predict their likelihood of interaction. (1) Result: 0 (no interaction). The protein sequence of the target gene is MAVSAPLRSLEEEVTCSICLDYLRDPVTIDCGHVFCRSCTSDIRPISGNRPVCPLCKKPFKKENIRPVWQLASLVENIERLKVDNGRQPGELAREPQDMKLCERHQEKLHYYCEDDGKLLCVMCRESREHRPHTAVLVEKAALPHREKILNHLNTLRRDRDKIQGFQAKGEADILAALTKLQEQRQYIVAEFKQGHQFLKKREQHLLDQLATLEQLLTEGREKFKTRGVSELDRLTLVISELEGKARQPAAELMQDVCTTQDTKDFANKYPRKKFWIGKAIPHMVKRKAGEFSDKLLSLQ.... The miRNA is hsa-miR-328-5p with sequence GGGGGGGCAGGAGGGGCUCAGGG. (2) The miRNA is hsa-miR-6802-3p with sequence UUCACCCCUCUCACCUAAGCAG. The protein sequence of the target gene is MASALNSKIHPPGTCASSKADARGGSGWRMDCDPEMHVKMCKKIAQLTKVIYALNTRQDEVEVSVESIREAHQEDLQDTGAETRTRLPQEQSRTSEDAETLLKRIQTLENALELQKRLTQEALAESASCKLETKERELRVEAEHAERVLILSKEMLELKADYEKRLQLLTSHEGPQWGQLSQESPDATAESSQRPEMHQVLLEVERLRAENKQLSQDYARKAEELQATYERENEAIRQAMQQSVSEALWQWQEKESGLRKNFQVQESALQAQVRKLEGDLEHRGRKISDLKKYAQKLKER.... Result: 0 (no interaction). (3) The miRNA is hsa-miR-4680-5p with sequence AGAACUCUUGCAGUCUUAGAUGU. The protein sequence of the target gene is MIHMLNAAAYRVKWTRSGAAKRAACLVAAAYALKTLYPIIGKRLKQPGHRKAKAEAYSPAENREILHCTEIICKKPAPGLNAAFFKQLLELRKILFPKLVTTETGWLCLHSVALISRTFLSIYVAGLDGKIVKSIVEKKPRTFIIKLIKWLMIAIPATFVNSAIRYLECKLALAFRTRLVDHAYETYFANQTYYKVINMDGRLANPDQSLTEDIMMFSQSVAHLYSNLTKPILDVILTSYTLIRTATSRGASPIGPTLLAGLVVYATAKVLKACSPKFGSLVAEEAHRKGYLRYVHSRII.... Result: 0 (no interaction). (4) The miRNA is hsa-miR-8063 with sequence UCAAAAUCAGGAGUCGGGGCUU. The protein sequence of the target gene is MKRRWSNNGGFMRLPEESSSEVTSSSNGLVLPSGVNMSPSSLDSHDYCDQDLWLCGNESGSFGGSNGHGLSQQQQSVITLAMHGCSSTLPAQTTIIPINGNANGNGGSTNGQYVPGATNLGALANGMLNGGFNGMQQQIQNGHGLINSTTPSTPTTPLHLQQNLGGAGGGGIGGMGILHHANGTPNGLIGVVGGGGGVGLGVGGGGVGGLGMQHTPRSDSVNSISSGRDDLSPSSSLNGYSANESCDAKKSKKGPAPRVQEELCLVCGDRASGYHYNALTCEGCKGFFRRSVTKSAVYCC.... Result: 0 (no interaction).